From a dataset of Forward reaction prediction with 1.9M reactions from USPTO patents (1976-2016). Predict the product of the given reaction. (1) Given the reactants [CH3:1][O:2][C:3]1[CH:13]=[CH:12][C:6]2[NH:7][C:8]([CH2:10][OH:11])=[N:9][C:5]=2[CH:4]=1.[Mn]([O-])(=O)(=O)=[O:15].[K+].C(O)(=O)C, predict the reaction product. The product is: [CH3:1][O:2][C:3]1[CH:13]=[CH:12][C:6]2[NH:7][C:8]([C:10]([OH:15])=[O:11])=[N:9][C:5]=2[CH:4]=1. (2) Given the reactants [CH3:1][O:2][C:3]1[CH:4]=[C:5]2[C:9](=[CH:10][C:11]=1[O:12][CH3:13])[NH:8][C:7](=[O:14])[CH2:6]2.[N:15]1[CH:20]=[CH:19][C:18](/[CH:21]=[CH:22]/[C:23]2[C:31]3[C:26](=[CH:27][C:28]([CH:32]=O)=[CH:29][CH:30]=3)[NH:25][N:24]=2)=[CH:17][CH:16]=1, predict the reaction product. The product is: [CH3:1][O:2][C:3]1[CH:4]=[C:5]2[C:9](=[CH:10][C:11]=1[O:12][CH3:13])[NH:8][C:7](=[O:14])/[C:6]/2=[CH:32]/[C:28]1[CH:27]=[C:26]2[C:31]([C:23](/[CH:22]=[CH:21]/[C:18]3[CH:17]=[CH:16][N:15]=[CH:20][CH:19]=3)=[N:24][NH:25]2)=[CH:30][CH:29]=1. (3) Given the reactants Br[C:2]1[C:10]2[N:9]3[CH2:11][CH2:12][NH:13][C:14](=[O:15])[C:8]3=[C:7]([CH3:16])[C:6]=2[CH:5]=[C:4]([C:17]#[N:18])[CH:3]=1.[Cl:19][C:20]1[CH:21]=[C:22](B(O)O)[CH:23]=[CH:24][C:25]=1[Cl:26], predict the reaction product. The product is: [Cl:19][C:20]1[CH:21]=[C:22]([C:2]2[C:10]3[N:9]4[CH2:11][CH2:12][NH:13][C:14](=[O:15])[C:8]4=[C:7]([CH3:16])[C:6]=3[CH:5]=[C:4]([C:17]#[N:18])[CH:3]=2)[CH:23]=[CH:24][C:25]=1[Cl:26]. (4) Given the reactants Br[C:2]1[CH:3]=[CH:4][CH:5]=[C:6]2[C:11]=1[N:10]=[CH:9][CH:8]=[CH:7]2.C([Li])CCC.[CH3:17][C:18]1[C:19](=O)[CH2:20][CH2:21][C:22]=1[CH2:23][CH2:24][CH2:25][CH2:26][CH3:27].Cl.N, predict the reaction product. The product is: [CH3:17][C:18]1[C:22]([CH2:23][CH2:24][CH2:25][CH2:26][CH3:27])=[CH:21][CH2:20][C:19]=1[C:2]1[CH:3]=[CH:4][CH:5]=[C:6]2[C:11]=1[N:10]=[CH:9][CH:8]=[CH:7]2. (5) Given the reactants [CH:1]([C:3]1[CH:8]=[CH:7][C:6]([CH2:9][CH2:10][C:11]([OH:13])=[O:12])=[CH:5][CH:4]=1)=O.[CH3:14][C:15]1([CH3:28])[C@@H:17]2[CH2:18][C:19]3[C:23]([C@H:16]12)=[C:22]([CH3:24])[S:21][C:20]=3[C:25](=[O:27])[CH3:26].[OH-].[K+].Cl, predict the reaction product. The product is: [O:27]=[C:25]([C:20]1[S:21][C:22]([CH3:24])=[C:23]2[C:19]=1[CH2:18][C@H:17]1[C:15]([CH3:28])([CH3:14])[C@H:16]12)[CH:26]=[CH:1][C:3]1[CH:8]=[CH:7][C:6]([CH2:9][CH2:10][C:11]([OH:13])=[O:12])=[CH:5][CH:4]=1. (6) Given the reactants Cl[C:2]1[N:7]=[CH:6][C:5]([C:8]([N:10]([CH3:32])[C:11]2[CH:16]=[CH:15][C:14]([CH2:17][N:18]3[CH2:23][CH2:22][N:21]([C:24]([O:26][C:27]([CH3:30])([CH3:29])[CH3:28])=[O:25])[C@@H:20]([CH3:31])[CH2:19]3)=[CH:13][CH:12]=2)=[O:9])=[CH:4][CH:3]=1.[F:33][C:34]1[CH:35]=[C:36]([OH:40])[CH:37]=[CH:38][CH:39]=1, predict the reaction product. The product is: [F:33][C:34]1[CH:35]=[C:36]([O:40][C:2]2[N:7]=[CH:6][C:5]([C:8]([N:10]([CH3:32])[C:11]3[CH:16]=[CH:15][C:14]([CH2:17][N:18]4[CH2:23][CH2:22][N:21]([C:24]([O:26][C:27]([CH3:30])([CH3:29])[CH3:28])=[O:25])[C@@H:20]([CH3:31])[CH2:19]4)=[CH:13][CH:12]=3)=[O:9])=[CH:4][CH:3]=2)[CH:37]=[CH:38][CH:39]=1. (7) Given the reactants [Cl:1][C:2]1[CH:3]=[N:4][C:5]([N:23]2[CH2:27][CH2:26][CH:25]([O:28][C:29]3[CH:34]=[CH:33][C:32]([C:35]([F:38])([F:37])[F:36])=[CH:31][CH:30]=3)[CH2:24]2)=[C:6]([CH:22]=1)[C:7]([NH:9][C@H:10]([C:12]1[CH:21]=[CH:20][C:15]([C:16]([O:18]C)=[O:17])=[CH:14][CH:13]=1)[CH3:11])=[O:8].O, predict the reaction product. The product is: [Cl:1][C:2]1[CH:3]=[N:4][C:5]([N:23]2[CH2:27][CH2:26][CH:25]([O:28][C:29]3[CH:30]=[CH:31][C:32]([C:35]([F:36])([F:38])[F:37])=[CH:33][CH:34]=3)[CH2:24]2)=[C:6]([CH:22]=1)[C:7]([NH:9][C@H:10]([C:12]1[CH:21]=[CH:20][C:15]([C:16]([OH:18])=[O:17])=[CH:14][CH:13]=1)[CH3:11])=[O:8]. (8) Given the reactants I[C:2]1[CH:9]=[CH:8][C:5]([C:6]#[N:7])=[CH:4][CH:3]=1.[CH:10]([Mg]Cl)([CH3:12])[CH3:11].CON(C)[C:18](=[O:46])[CH2:19][O:20][CH2:21][C:22]1[N:23]=[CH:24][N:25]([C:27](C2C=CC=CC=2)([C:34]2[CH:39]=[CH:38][CH:37]=[CH:36][CH:35]=2)C2C=CC=CC=2)[CH:26]=1, predict the reaction product. The product is: [C:27]([N:25]1[CH:26]=[C:22]([CH2:21][O:20][CH2:19][C:18]([C:2]2[CH:9]=[CH:8][C:5]([C:6]#[N:7])=[CH:4][CH:3]=2)=[O:46])[N:23]=[CH:24]1)([C:34]1[CH:39]=[CH:38][CH:37]=[CH:36][CH:35]=1)([C:10]1[CH:12]=[CH:26][CH:22]=[CH:21][CH:11]=1)[C:34]1[CH:35]=[CH:36][CH:37]=[CH:38][CH:39]=1. (9) Given the reactants [N:1]1[CH:6]=[CH:5][CH:4]=[CH:3][C:2]=1[CH2:7][N:8]1[C:16]2[C:11](=[CH:12][C:13]([NH:17][C:18]3[C:27]4[C:22](=[CH:23][CH:24]=[CH:25][C:26]=4[O:28][CH2:29][C:30](OC)=[O:31])[N:21]=[CH:20][N:19]=3)=[CH:14][CH:15]=2)[CH:10]=[N:9]1.[CH2:34]([CH2:36][NH2:37])[OH:35], predict the reaction product. The product is: [OH:35][CH2:34][CH2:36][NH:37][C:30](=[O:31])[CH2:29][O:28][C:26]1[CH:25]=[CH:24][CH:23]=[C:22]2[C:27]=1[C:18]([NH:17][C:13]1[CH:12]=[C:11]3[C:16](=[CH:15][CH:14]=1)[N:8]([CH2:7][C:2]1[CH:3]=[CH:4][CH:5]=[CH:6][N:1]=1)[N:9]=[CH:10]3)=[N:19][CH:20]=[N:21]2. (10) Given the reactants C(OCOC([C:9]1[CH:14]=[CH:13][C:12]([C:15](=[O:17])[CH3:16])=[CH:11][C:10]=1[B:18]1[O:22]C(C)(C)[C:20]([CH3:26])([CH3:25])[O:19]1)(C)C)C.Cl.O, predict the reaction product. The product is: [OH:22][B:18]1[C:10]2[CH:11]=[C:12]([C:15](=[O:17])[CH3:16])[CH:13]=[CH:14][C:9]=2[C:20]([CH3:25])([CH3:26])[O:19]1.